From a dataset of Catalyst prediction with 721,799 reactions and 888 catalyst types from USPTO. Predict which catalyst facilitates the given reaction. Reactant: [CH3:1][CH:2]([O:4][C:5]1[CH:6]=[C:7]([CH:17]=[C:18]([O:20]CC2C=CC=CC=2)[CH:19]=1)[C:8]([NH:10][C:11]1[CH:15]=[CH:14][N:13]([CH3:16])[N:12]=1)=[O:9])[CH3:3]. The catalyst class is: 5. Product: [OH:20][C:18]1[CH:17]=[C:7]([CH:6]=[C:5]([O:4][CH:2]([CH3:3])[CH3:1])[CH:19]=1)[C:8]([NH:10][C:11]1[CH:15]=[CH:14][N:13]([CH3:16])[N:12]=1)=[O:9].